From a dataset of Full USPTO retrosynthesis dataset with 1.9M reactions from patents (1976-2016). Predict the reactants needed to synthesize the given product. (1) Given the product [Cl:23][C:24]1[CH:29]=[CH:28][C:27]([S:30]([N:13]2[C:7]3[CH:6]=[CH:5][CH:4]=[C:3]([O:2][CH3:1])[C:8]=3[CH2:9][CH2:10][CH2:11][CH2:12]2)(=[O:32])=[O:31])=[CH:26][C:25]=1[N+:34]([O-:36])=[O:35], predict the reactants needed to synthesize it. The reactants are: [CH3:1][O:2][C:3]1[C:8]2[CH2:9][CH2:10][CH2:11][CH2:12][NH:13][C:7]=2[CH:6]=[CH:5][CH:4]=1.C(N(CC)C(C)C)(C)C.[Cl:23][C:24]1[CH:29]=[CH:28][C:27]([S:30](Cl)(=[O:32])=[O:31])=[CH:26][C:25]=1[N+:34]([O-:36])=[O:35].O. (2) Given the product [O:1]1[CH:5]=[CH:4][C:3]([C:6]2[CH:11]=[C:10]([CH3:12])[CH:9]=[C:8]([CH3:13])[C:7]=2[O:14][CH2:16][C:17]([O:19][CH3:20])=[O:18])=[CH:2]1, predict the reactants needed to synthesize it. The reactants are: [O:1]1[CH:5]=[CH:4][C:3]([C:6]2[CH:11]=[C:10]([CH3:12])[CH:9]=[C:8]([CH3:13])[C:7]=2[OH:14])=[CH:2]1.Br[CH2:16][C:17]([O:19][CH3:20])=[O:18].C(=O)([O-])[O-].[Cs+].[Cs+]. (3) Given the product [Cl:12][C:11]1[C:4]2[N:3]=[C:2]([O:32][C:20]3[C:21]([CH2:26][N:27]4[CH2:28][CH2:29][CH2:30][CH2:31]4)=[CH:22][C:23]([Cl:25])=[CH:24][C:19]=3[Cl:18])[N:6]([CH3:7])[C:5]=2[C:8]([CH:13]([CH2:16][CH3:17])[CH2:14][CH3:15])=[CH:9][CH:10]=1, predict the reactants needed to synthesize it. The reactants are: Cl[C:2]1[N:6]([CH3:7])[C:5]2[C:8]([CH:13]([CH2:16][CH3:17])[CH2:14][CH3:15])=[CH:9][CH:10]=[C:11]([Cl:12])[C:4]=2[N:3]=1.[Cl:18][C:19]1[CH:24]=[C:23]([Cl:25])[CH:22]=[C:21]([CH2:26][N:27]2[CH2:31][CH2:30][CH2:29][CH2:28]2)[C:20]=1[OH:32].C(=O)([O-])[O-].[K+].[K+].CN(C)C=O. (4) The reactants are: ClC1C=CC(SCCCCCCCC(O)=O)=CC=1.[SH:19][C:20]1[CH:25]=[CH:24][CH:23]=[CH:22][C:21]=1[OH:26].Br[CH2:28][C:29]1[CH:37]=[CH:36][C:32]([C:33]([OH:35])=[O:34])=[CH:31][CH:30]=1.[OH-].[K+]. Given the product [OH:26][C:21]1[CH:22]=[CH:23][CH:24]=[CH:25][C:20]=1[S:19][CH2:28][C:29]1[CH:37]=[CH:36][C:32]([C:33]([OH:35])=[O:34])=[CH:31][CH:30]=1, predict the reactants needed to synthesize it. (5) Given the product [Cl:47][C:48]1[CH:56]=[CH:55][C:54]([C:26]([N:23]2[CH2:22][CH2:21][N:20]([C:3]3[CH:4]=[CH:5][C:6]([N:8]4[CH2:12][C@H:11]([CH2:13][NH:14][C:15](=[O:16])[S:17][CH3:34])[O:10][C:9]4=[O:19])=[CH:7][C:2]=3[F:1])[CH2:25][CH2:24]2)=[O:28])=[CH:53][CH:49]=1, predict the reactants needed to synthesize it. The reactants are: [F:1][C:2]1[CH:7]=[C:6]([N:8]2[CH2:12][C@H:11]([CH2:13][NH:14][C:15]([O:17]C)=[S:16])[O:10][C:9]2=[O:19])[CH:5]=[CH:4][C:3]=1[N:20]1[CH2:25][CH2:24][N:23]([C:26]([O:28]C(C)(C)C)=O)[CH2:22][CH2:21]1.F[C:34](F)(F)C(O)=O.C(N(CC)CC)C.[Cl:47][C:48]1[CH:56]=[CH:55][CH:54]=[CH:53][C:49]=1C(Cl)=O. (6) Given the product [NH:27]([C:24]1[CH:23]=[CH:22][C:21]([CH2:20][N:7]2[C:8]3[C:13](=[CH:12][CH:11]=[CH:10][CH:9]=3)[C:14]([C:15]3[S:16][CH:17]=[CH:18][CH:19]=3)=[C:6]2[C:4]([OH:3])=[O:5])=[CH:26][CH:25]=1)[C:28]1[CH:33]=[CH:32][CH:31]=[CH:30][CH:29]=1, predict the reactants needed to synthesize it. The reactants are: C([O:3][C:4]([C:6]1[N:7]([CH2:20][C:21]2[CH:26]=[CH:25][C:24]([NH2:27])=[CH:23][CH:22]=2)[C:8]2[C:13]([C:14]=1[C:15]1[S:16][CH:17]=[CH:18][CH:19]=1)=[CH:12][CH:11]=[CH:10][CH:9]=2)=[O:5])C.[C:28]1(B(O)O)[CH:33]=[CH:32][CH:31]=[CH:30][CH:29]=1.